Task: Regression. Given two drug SMILES strings and cell line genomic features, predict the synergy score measuring deviation from expected non-interaction effect.. Dataset: NCI-60 drug combinations with 297,098 pairs across 59 cell lines (1) Drug 1: CC(CN1CC(=O)NC(=O)C1)N2CC(=O)NC(=O)C2. Drug 2: C1CCC(C(C1)N)N.C(=O)(C(=O)[O-])[O-].[Pt+4]. Cell line: A498. Synergy scores: CSS=23.2, Synergy_ZIP=-9.67, Synergy_Bliss=-6.78, Synergy_Loewe=-4.94, Synergy_HSA=-3.15. (2) Drug 1: COC1=C(C=C2C(=C1)N=CN=C2NC3=CC(=C(C=C3)F)Cl)OCCCN4CCOCC4. Drug 2: CC1=C(C=C(C=C1)NC(=O)C2=CC=C(C=C2)CN3CCN(CC3)C)NC4=NC=CC(=N4)C5=CN=CC=C5. Cell line: KM12. Synergy scores: CSS=23.0, Synergy_ZIP=-0.321, Synergy_Bliss=-3.00, Synergy_Loewe=-9.13, Synergy_HSA=-4.99.